This data is from Peptide-MHC class I binding affinity with 185,985 pairs from IEDB/IMGT. The task is: Regression. Given a peptide amino acid sequence and an MHC pseudo amino acid sequence, predict their binding affinity value. This is MHC class I binding data. (1) The peptide sequence is SSIPLQGAF. The MHC is Mamu-A01 with pseudo-sequence Mamu-A01. The binding affinity (normalized) is 0.259. (2) The peptide sequence is RVEESRARL. The MHC is HLA-B51:01 with pseudo-sequence HLA-B51:01. The binding affinity (normalized) is 0.0847. (3) The peptide sequence is VIGLIVILFI. The MHC is HLA-A68:02 with pseudo-sequence HLA-A68:02. The binding affinity (normalized) is 0.413. (4) The peptide sequence is MTMLTRWKI. The MHC is HLA-C06:02 with pseudo-sequence HLA-C06:02. The binding affinity (normalized) is 0.403. (5) The peptide sequence is RQRVIPVYQ. The MHC is HLA-A68:02 with pseudo-sequence HLA-A68:02. The binding affinity (normalized) is 0. (6) The peptide sequence is LTALGNHIY. The MHC is Mamu-A01 with pseudo-sequence Mamu-A01. The binding affinity (normalized) is 0.224. (7) The peptide sequence is NTLTLAVPY. The MHC is HLA-A30:02 with pseudo-sequence HLA-A30:02. The binding affinity (normalized) is 0.135. (8) The peptide sequence is SQEVKMVAWW. The MHC is Mamu-B52 with pseudo-sequence Mamu-B52. The binding affinity (normalized) is 0.400. (9) The peptide sequence is KTRTNDWDF. The MHC is HLA-B57:01 with pseudo-sequence HLA-B57:01. The binding affinity (normalized) is 0.826.